Dataset: Forward reaction prediction with 1.9M reactions from USPTO patents (1976-2016). Task: Predict the product of the given reaction. (1) Given the reactants [CH2:1]([C:5]1[N:9]([CH2:10][C:11]2[CH:16]=[CH:15][C:14]([C:17]3[CH:22]=[CH:21][CH:20]=[CH:19][C:18]=3[C:23]3[N:24]=[N:25][N:26](C(C)(C4C=CC=CC=4)C)[N:27]=3)=[CH:13][CH:12]=2)[C:8](=[O:37])[C:7]2([CH2:41][CH2:40][CH2:39][CH2:38]2)[N:6]=1)[CH2:2][CH2:3][CH3:4].Cl, predict the reaction product. The product is: [CH3:4][CH2:3][CH2:2][CH2:1][C:5]1[N:9]([CH2:10][C:11]2[CH:12]=[CH:13][C:14]([C:17]3[CH:22]=[CH:21][CH:20]=[CH:19][C:18]=3[C:23]3[N:24]=[N:25][NH:26][N:27]=3)=[CH:15][CH:16]=2)[C:8](=[O:37])[C:7]2([CH2:38][CH2:39][CH2:40][CH2:41]2)[N:6]=1. (2) Given the reactants Cl.[C:2]1([CH:8]([N:12]2[CH2:17][CH2:16][CH2:15][CH2:14][CH2:13]2)[C:9]([OH:11])=[O:10])[CH:7]=[CH:6][CH:5]=[CH:4][CH:3]=1.C1CCC(N=C=NC2CCCCC2)CC1.C1C=CC2N(O)N=NC=2C=1.[N:43]12[CH2:50][CH2:49][CH:46]([CH2:47][CH2:48]1)[C@@H:45](O)[CH2:44]2, predict the reaction product. The product is: [C:2]1([CH:8]([N:12]2[CH2:17][CH2:16][CH2:15][CH2:14][CH2:13]2)[C:9]([O:11][C@@H:45]2[CH:46]3[CH2:49][CH2:50][N:43]([CH2:48][CH2:47]3)[CH2:44]2)=[O:10])[CH:3]=[CH:4][CH:5]=[CH:6][CH:7]=1. (3) Given the reactants CC1(C)C(C)(C)OB([C:9]2[CH:14]=[CH:13][C:12]([N:15]3[CH2:20][CH2:19][NH:18][CH2:17][CH2:16]3)=[CH:11][CH:10]=2)O1.Br[C:23]1[S:31][C:30]2[C:29]([C:32]#[N:33])=[CH:28][N:27]=[C:26]([NH:34][C@H:35]3[CH2:40][CH2:39][CH2:38][N:37]([C:41]([O:43][C:44]([CH3:47])([CH3:46])[CH3:45])=[O:42])[CH2:36]3)[C:25]=2[CH:24]=1.C(=O)([O-])[O-].[Cs+].[Cs+], predict the reaction product. The product is: [C:32]([C:29]1[C:30]2[S:31][C:23]([C:9]3[CH:10]=[CH:11][C:12]([N:15]4[CH2:16][CH2:17][NH:18][CH2:19][CH2:20]4)=[CH:13][CH:14]=3)=[CH:24][C:25]=2[C:26]([NH:34][C@H:35]2[CH2:40][CH2:39][CH2:38][N:37]([C:41]([O:43][C:44]([CH3:46])([CH3:47])[CH3:45])=[O:42])[CH2:36]2)=[N:27][CH:28]=1)#[N:33].